From a dataset of Catalyst prediction with 721,799 reactions and 888 catalyst types from USPTO. Predict which catalyst facilitates the given reaction. (1) Reactant: [NH2:1][C:2]1[CH:3]=[C:4]([F:12])[CH:5]=[C:6]2[C:10]=1[NH:9][C:8](=[O:11])[CH2:7]2.C(N(CC)CC)C.[C:20](Cl)(=[O:22])[CH3:21]. Product: [F:12][C:4]1[CH:5]=[C:6]2[C:10](=[C:2]([NH:1][C:20](=[O:22])[CH3:21])[CH:3]=1)[NH:9][C:8](=[O:11])[CH2:7]2. The catalyst class is: 7. (2) Reactant: [CH2:1]([O:5][CH2:6][CH2:7][O:8][C:9]1[CH:14]=[CH:13][C:12]([C:15]2[CH:16]=[CH:17][C:18]3[N:24]([CH2:25][CH2:26][CH3:27])[CH2:23][CH2:22][C:21]([C:28]([NH:30][C:31]4[CH:36]=[CH:35][C:34]([CH2:37][S:38][C:39]5[CH:44]=[CH:43][CH:42]=[CH:41][N:40]=5)=[CH:33][CH:32]=4)=[O:29])=[CH:20][C:19]=3[CH:45]=2)=[CH:11][CH:10]=1)[CH2:2][CH2:3][CH3:4].ClC1C=CC=C(C(OO)=[O:54])C=1.S([O-])([O-])(=O)=S.[Na+].[Na+]. Product: [CH2:1]([O:5][CH2:6][CH2:7][O:8][C:9]1[CH:10]=[CH:11][C:12]([C:15]2[CH:16]=[CH:17][C:18]3[N:24]([CH2:25][CH2:26][CH3:27])[CH2:23][CH2:22][C:21]([C:28]([NH:30][C:31]4[CH:32]=[CH:33][C:34]([CH2:37][S:38]([C:39]5[CH:44]=[CH:43][CH:42]=[CH:41][N:40]=5)=[O:54])=[CH:35][CH:36]=4)=[O:29])=[CH:20][C:19]=3[CH:45]=2)=[CH:13][CH:14]=1)[CH2:2][CH2:3][CH3:4]. The catalyst class is: 2.